From a dataset of Forward reaction prediction with 1.9M reactions from USPTO patents (1976-2016). Predict the product of the given reaction. Given the reactants [NH2:1][C:2]1[CH:9]=[C:8]([Cl:10])[CH:7]=[CH:6][C:3]=1[C:4]#[N:5], predict the reaction product. The product is: [Cl:10][C:8]1[CH:9]=[C:2]2[C:3](=[CH:6][CH:7]=1)[C:4]([NH2:5])=[C:3]1[C:2]([CH2:9][CH2:8][CH2:7][CH2:6]1)=[N:1]2.